Dataset: Reaction yield outcomes from USPTO patents with 853,638 reactions. Task: Predict the reaction yield, written as a fraction of the theoretical maximum amount of product (1.0 means a 100% yield; for example, 0.34 means a 34% yield). (1) The reactants are [Cl:1][C:2]1[N:7]=[C:6](Cl)[CH:5]=[C:4]([Cl:9])[N:3]=1.[NH:10]1[CH2:15][CH2:14][CH2:13][CH2:12][CH2:11]1.C(N(CC)C(C)C)(C)C. The catalyst is O1CCCC1. The product is [Cl:1][C:2]1[N:3]=[C:4]([Cl:9])[CH:5]=[C:6]([N:10]2[CH2:15][CH2:14][CH2:13][CH2:12][CH2:11]2)[N:7]=1. The yield is 0.590. (2) The reactants are [Cl:1][C:2]1[N:7]=[CH:6][C:5]2[CH:8]=[N:9][NH:10][C:4]=2[CH:3]=1.[OH-].[K+].[I:13]I. The catalyst is CN(C=O)C. The product is [Cl:1][C:2]1[N:7]=[CH:6][C:5]2[C:8]([I:13])=[N:9][NH:10][C:4]=2[CH:3]=1. The yield is 0.470.